Predict which catalyst facilitates the given reaction. From a dataset of Catalyst prediction with 721,799 reactions and 888 catalyst types from USPTO. The catalyst class is: 47. Product: [F:22][C:23]1[CH:28]=[CH:27][C:26]([F:29])=[CH:25][C:24]=1[C:30]1[O:42][C:35]2[C:36](=[O:4])[C:37]([O:40][CH3:41])=[CH:38][C:32](=[O:31])[C:33]=2[N:34]=1. Reactant: FC(F)(F)C(OC1C(OC(=O)C(F)(F)F)=C(I)C=CC=1)=[O:4].[F:22][C:23]1[CH:28]=[CH:27][C:26]([F:29])=[CH:25][C:24]=1[C:30]1[O:31][C:32]2[C:38](N)=[C:37]([O:40][CH3:41])[CH:36]=[CH:35][C:33]=2[N:34]=1.[OH2:42].